Regression/Classification. Given a drug SMILES string, predict its absorption, distribution, metabolism, or excretion properties. Task type varies by dataset: regression for continuous measurements (e.g., permeability, clearance, half-life) or binary classification for categorical outcomes (e.g., BBB penetration, CYP inhibition). Dataset: cyp2c9_veith. From a dataset of CYP2C9 inhibition data for predicting drug metabolism from PubChem BioAssay. (1) The compound is COc1ccc(Oc2ncc3nc(-c4ccccc4)c(=O)n(Cc4cccs4)c3n2)cc1. The result is 1 (inhibitor). (2) The molecule is Cn1c(=O)c2[nH]c(CCNC(=O)c3ccccc3)nc2n(C)c1=O. The result is 0 (non-inhibitor). (3) The compound is CC1=C(C(=O)OCc2ccccc2)C(c2cccnc2)c2c(n(C)c(=O)n(C)c2=O)N1. The result is 1 (inhibitor). (4) The compound is CC1(C)CC(=O)C(CCC(=O)c2ccccc2)C(C)(C)N1. The result is 0 (non-inhibitor). (5) The result is 0 (non-inhibitor). The compound is NCC1CCCCC1.O=C(O)NCC1CCCCC1. (6) The compound is CN(C)c1ncc2nc(-c3ccc(Cl)cc3)c(=O)n(-c3ccccc3)c2n1. The result is 0 (non-inhibitor). (7) The drug is COCCn1c(=O)c(-c2cc(F)cc(F)c2)nc2cnc(N(C)C)nc21. The result is 0 (non-inhibitor). (8) The drug is CCC(C)(C(=O)NC1CCCC1)N(CC1CCCO1)C(=O)c1ccc2c(c1)OCO2. The result is 0 (non-inhibitor). (9) The molecule is Cc1occc1C(=O)NNC(=O)c1ccc(F)cc1. The result is 0 (non-inhibitor). (10) The molecule is COc1ccc(CNc2ccnc(-c3ccc(C(=O)N(C)C)cc3)n2)c(OC)c1. The result is 0 (non-inhibitor).